The task is: Predict the reactants needed to synthesize the given product.. This data is from Full USPTO retrosynthesis dataset with 1.9M reactions from patents (1976-2016). (1) The reactants are: C1(P(C2CCCCC2)C2C=CC=CC=2C2C(C(C)C)=CC(C(C)C)=CC=2C(C)C)CCCCC1.C(O)(CC)(C)C.Br[C:42]1[CH:47]=[C:46]([C:48]([CH3:51])([CH3:50])[CH3:49])[CH:45]=[C:44]([C:52]([CH3:55])([CH3:54])[CH3:53])[CH:43]=1.C[Si]([N-][Si](C)(C)C)(C)C.[Li+].[C:66](=[N:79][NH2:80])([C:73]1[CH:78]=[CH:77][CH:76]=[CH:75][CH:74]=1)[C:67]1[CH:72]=[CH:71][CH:70]=[CH:69][CH:68]=1. Given the product [C:66](=[N:79][NH:80][C:42]1[CH:47]=[C:46]([C:48]([CH3:51])([CH3:50])[CH3:49])[CH:45]=[C:44]([C:52]([CH3:55])([CH3:54])[CH3:53])[CH:43]=1)([C:73]1[CH:74]=[CH:75][CH:76]=[CH:77][CH:78]=1)[C:67]1[CH:72]=[CH:71][CH:70]=[CH:69][CH:68]=1, predict the reactants needed to synthesize it. (2) Given the product [F:12][C:10]1[CH:11]=[C:6]([CH:7]=[C:8]([F:13])[CH:9]=1)[CH2:5][C@H:4]([NH:14][C:15](=[O:21])[O:16][C:17]([CH3:19])([CH3:18])[CH3:20])[C@H:3]([OH:22])[CH2:2][NH:1][CH2:28][C:24]1[NH:23][CH:27]=[CH:26][CH:25]=1, predict the reactants needed to synthesize it. The reactants are: [NH2:1][CH2:2][C@@H:3]([OH:22])[C@@H:4]([NH:14][C:15](=[O:21])[O:16][C:17]([CH3:20])([CH3:19])[CH3:18])[CH2:5][C:6]1[CH:11]=[C:10]([F:12])[CH:9]=[C:8]([F:13])[CH:7]=1.[NH:23]1[CH:27]=[CH:26][CH:25]=[C:24]1[CH:28]=O.C(N(CC)CC)C.S([O-])([O-])(=O)=O.[Mg+2].[BH4-].[Na+].